From a dataset of Catalyst prediction with 721,799 reactions and 888 catalyst types from USPTO. Predict which catalyst facilitates the given reaction. (1) Reactant: [F:1][C:2]1[CH:7]=[CH:6][CH:5]=[C:4]([F:8])[C:3]=1[N:9]1[C:14]2[N:15]=[C:16]([N:29]3[CH2:34][CH2:33][CH:32]([N:35]4[CH2:40][CH2:39][CH:38]([CH3:41])[CH2:37][CH2:36]4)[CH2:31][CH2:30]3)[N:17]=[C:18]([C:19]3[CH:20]=[C:21]([CH:25]=[CH:26][C:27]=3[CH3:28])[C:22](O)=[O:23])[C:13]=2[CH:12]=[CH:11][C:10]1=[O:42].CN(C(ON1N=[N:58][C:53]2[CH:54]=[CH:55][CH:56]=CC1=2)=[N+](C)C)C.F[P-](F)(F)(F)(F)F.C(N(CC)CC)C.C1(CN)CC1. Product: [CH:54]1([CH2:53][NH:58][C:22](=[O:23])[C:21]2[CH:25]=[CH:26][C:27]([CH3:28])=[C:19]([C:18]3[C:13]4[CH:12]=[CH:11][C:10](=[O:42])[N:9]([C:3]5[C:2]([F:1])=[CH:7][CH:6]=[CH:5][C:4]=5[F:8])[C:14]=4[N:15]=[C:16]([N:29]4[CH2:34][CH2:33][CH:32]([N:35]5[CH2:40][CH2:39][CH:38]([CH3:41])[CH2:37][CH2:36]5)[CH2:31][CH2:30]4)[N:17]=3)[CH:20]=2)[CH2:56][CH2:55]1. The catalyst class is: 3. (2) Reactant: [OH:1][B:2]1[C:6]2[CH:7]=[C:8]([NH:11][S:12]([C:15]3[C:20]([CH3:21])=[CH:19][C:18]([NH:22]C(=O)C)=[C:17]([CH3:26])[CH:16]=3)(=[O:14])=[O:13])[CH:9]=[CH:10][C:5]=2[CH2:4][O:3]1.Cl. Product: [NH2:22][C:18]1[C:17]([CH3:26])=[CH:16][C:15]([S:12]([NH:11][C:8]2[CH:9]=[CH:10][C:5]3[CH2:4][O:3][B:2]([OH:1])[C:6]=3[CH:7]=2)(=[O:13])=[O:14])=[C:20]([CH3:21])[CH:19]=1. The catalyst class is: 15. (3) Product: [O:41]1[C:37]2[CH:36]=[CH:35][C:34]([C:2]3[CH:7]=[CH:6][C:5]([C:8]4[N:9]([CH2:14][C@@H:15]5[CH2:19][CH2:18][N:17]([C:20]([CH:22]6[CH2:24][CH2:23]6)=[O:21])[CH2:16]5)[C:10](=[O:13])[NH:11][N:12]=4)=[CH:4][C:3]=3[F:25])=[CH:42][C:38]=2[CH:39]=[CH:40]1. Reactant: Br[C:2]1[CH:7]=[CH:6][C:5]([C:8]2[N:9]([CH2:14][C@@H:15]3[CH2:19][CH2:18][N:17]([C:20]([CH:22]4[CH2:24][CH2:23]4)=[O:21])[CH2:16]3)[C:10](=[O:13])[NH:11][N:12]=2)=[CH:4][C:3]=1[F:25].CC1(C)C(C)(C)OB([C:34]2[CH:35]=[CH:36][C:37]3[O:41][CH:40]=[CH:39][C:38]=3[CH:42]=2)O1.C([O-])([O-])=O.[Cs+].[Cs+].O1CCOCC1. The catalyst class is: 103. (4) Reactant: O[CH2:2][CH2:3][CH2:4][C@H:5]([NH:13][C:14]([O:16][C:17]([CH3:20])([CH3:19])[CH3:18])=[O:15])[C:6]([O:8][C:9]([CH3:12])([CH3:11])[CH3:10])=[O:7].C1(P(C2C=CC=CC=2)C2C=CC=CC=2)C=CC=CC=1.N1C=CN=C1.[I:45]I. The catalyst class is: 61. Product: [I:45][CH2:2][CH2:3][CH2:4][C@H:5]([NH:13][C:14]([O:16][C:17]([CH3:20])([CH3:19])[CH3:18])=[O:15])[C:6]([O:8][C:9]([CH3:12])([CH3:11])[CH3:10])=[O:7]. (5) Reactant: [C:1]1([C@H:11]([NH:13][CH2:14][CH:15]2[CH:20]([C:21]3[CH:26]=[CH:25][CH:24]=[CH:23][CH:22]=3)[CH2:19][CH2:18][NH:17][CH2:16]2)[CH3:12])[C:10]2[C:5](=[CH:6][CH:7]=[CH:8][CH:9]=2)[CH:4]=[CH:3][CH:2]=1.C(N(CC)CC)C.[N:34]([C:37]1[CH:46]=[CH:45][CH:44]=[CH:43][C:38]=1[C:39]([O:41][CH3:42])=[O:40])=[C:35]=[O:36]. Product: [C:1]1([C@H:11]([NH:13][CH2:14][CH:15]2[CH:20]([C:21]3[CH:26]=[CH:25][CH:24]=[CH:23][CH:22]=3)[CH2:19][CH2:18][N:17]([C:35]([NH:34][C:37]3[CH:46]=[CH:45][CH:44]=[CH:43][C:38]=3[C:39]([O:41][CH3:42])=[O:40])=[O:36])[CH2:16]2)[CH3:12])[C:10]2[C:5](=[CH:6][CH:7]=[CH:8][CH:9]=2)[CH:4]=[CH:3][CH:2]=1. The catalyst class is: 11.